Dataset: Forward reaction prediction with 1.9M reactions from USPTO patents (1976-2016). Task: Predict the product of the given reaction. (1) Given the reactants [C:1]([NH:4][C:5]1[CH:10]=[CH:9][C:8]([SH:11])=[CH:7][CH:6]=1)(=[O:3])[CH3:2].[Li]CCCC.Br[CH2:18][CH2:19][C:20]1[O:21][C:22]([CH3:25])=[CH:23][CH:24]=1, predict the reaction product. The product is: [CH3:25][C:22]1[O:21][C:20]([CH2:19][CH2:18][S:11][C:8]2[CH:9]=[CH:10][C:5]([NH:4][C:1](=[O:3])[CH3:2])=[CH:6][CH:7]=2)=[CH:24][CH:23]=1. (2) Given the reactants [CH3:1][C:2]1[CH:7]=[CH:6][CH:5]=[C:4]([CH3:8])[C:3]=1[C:9]([N:11]1[CH2:17][C:16]2[CH:18]=[CH:19][C:20]([C:22]([O:24]C)=O)=[CH:21][C:15]=2[O:14][CH2:13][CH2:12]1)=[O:10].[NH2:26][OH:27].[OH-].[Na+].Cl, predict the reaction product. The product is: [CH3:1][C:2]1[CH:7]=[CH:6][CH:5]=[C:4]([CH3:8])[C:3]=1[C:9]([N:11]1[CH2:17][C:16]2[CH:18]=[CH:19][C:20]([C:22]([NH:26][OH:27])=[O:24])=[CH:21][C:15]=2[O:14][CH2:13][CH2:12]1)=[O:10]. (3) Given the reactants [Br:1][CH2:2][C:3]1[N:4]=[C:5]2[N:9]([C:10]=1[C:11]([O:13][CH2:14][CH3:15])=[O:12])[CH:8]=[CH:7][S:6]2.[C:16]1([P:22]([C:29]2[CH:34]=[CH:33][CH:32]=[CH:31][CH:30]=2)[C:23]2[CH:28]=[CH:27][CH:26]=[CH:25][CH:24]=2)[CH:21]=[CH:20][CH:19]=[CH:18][CH:17]=1, predict the reaction product. The product is: [Br-:1].[CH2:14]([O:13][C:11]([C:10]1[N:9]2[C:5]([S:6][CH:7]=[CH:8]2)=[N:4][C:3]=1[CH2:2][P+:22]([C:23]1[CH:24]=[CH:25][CH:26]=[CH:27][CH:28]=1)([C:29]1[CH:34]=[CH:33][CH:32]=[CH:31][CH:30]=1)[C:16]1[CH:17]=[CH:18][CH:19]=[CH:20][CH:21]=1)=[O:12])[CH3:15]. (4) Given the reactants C1(C2C(O[C@@H]3CCCN(CC4C=CC(Cl)=C(Cl)C=4)C3)=CC(F)=C(C=2)C(O)=O)CC1.[CH:30]1([C:33]2[C:34]([O:43][C@@H:44]3[CH2:49][CH2:48][CH2:47][N:46]([CH2:50][C:51]4[CH:56]=[CH:55][C:54]([CH3:57])=[CH:53][CH:52]=4)[CH2:45]3)=[CH:35][C:36]([F:42])=[C:37]([CH:41]=2)[C:38](O)=[O:39])[CH2:32][CH2:31]1.CS(N)(=O)=O.[CH:63]1([S:66]([NH2:69])(=[O:68])=[O:67])[CH2:65][CH2:64]1, predict the reaction product. The product is: [CH:30]1([C:33]2[C:34]([O:43][C@@H:44]3[CH2:49][CH2:48][CH2:47][N:46]([CH2:50][C:51]4[CH:52]=[CH:53][C:54]([CH3:57])=[CH:55][CH:56]=4)[CH2:45]3)=[CH:35][C:36]([F:42])=[C:37]([CH:41]=2)[C:38]([NH:69][S:66]([CH:63]2[CH2:65][CH2:64]2)(=[O:68])=[O:67])=[O:39])[CH2:32][CH2:31]1. (5) Given the reactants C([O:5][C:6]([NH:8][C@H:9]1[CH2:14][C@H:13]([C:15](=[O:17])[NH2:16])[CH2:12][CH2:11][C@H:10]1[NH:18][C:19]([C:21]1[NH:22][C:23]2[C:28]([CH:29]=1)=[CH:27][C:26]([Cl:30])=[CH:25][CH:24]=2)=[O:20])=O)(C)(C)C.Cl.[CH3:32][N:33]1[CH2:38][CH2:37][C:36]2[N:39]=[C:40](C([O-])=O)[S:41][C:35]=2[CH2:34]1.[Li+], predict the reaction product. The product is: [C:15]([C@@H:13]1[CH2:12][CH2:11][C@@H:10]([NH:18][C:19]([C:21]2[NH:22][C:23]3[C:28]([CH:29]=2)=[CH:27][C:26]([Cl:30])=[CH:25][CH:24]=3)=[O:20])[C@@H:9]([NH:8][C:6]([C:40]2[S:41][C:35]3[CH2:34][N:33]([CH3:32])[CH2:38][CH2:37][C:36]=3[N:39]=2)=[O:5])[CH2:14]1)(=[O:17])[NH2:16]. (6) Given the reactants C(O[CH:4]=[C:5]([C:11](=[O:18])[NH:12][C:13]([O:15]CC)=O)[C:6]([O:8][CH2:9][CH3:10])=[O:7])C.Cl.Cl.[CH:21]1([N:27]2[C:31]3[CH:32]=[CH:33][C:34]([NH2:36])=[CH:35][C:30]=3[N:29]=[C:28]2[CH3:37])[CH2:26][CH2:25][CH2:24][CH2:23][CH2:22]1.CC(C)([O-])C.[K+].Cl, predict the reaction product. The product is: [CH:21]1([N:27]2[C:31]3[CH:32]=[CH:33][C:34]([N:36]4[CH:4]=[C:5]([C:6]([O:8][CH2:9][CH3:10])=[O:7])[C:11](=[O:18])[NH:12][C:13]4=[O:15])=[CH:35][C:30]=3[N:29]=[C:28]2[CH3:37])[CH2:22][CH2:23][CH2:24][CH2:25][CH2:26]1. (7) Given the reactants Cl.[CH3:2][O:3][C:4]([C:6]1([NH2:12])[CH2:11][CH2:10][CH2:9][CH2:8][CH2:7]1)=[O:5].[CH3:13][O:14][C:15]1[CH:23]=[CH:22][C:18]([C:19](Cl)=[O:20])=[CH:17][CH:16]=1, predict the reaction product. The product is: [CH3:2][O:3][C:4]([C:6]1([NH:12][C:19]([C:18]2[CH:22]=[CH:23][C:15]([O:14][CH3:13])=[CH:16][CH:17]=2)=[O:20])[CH2:7][CH2:8][CH2:9][CH2:10][CH2:11]1)=[O:5]. (8) The product is: [C:11]([N:7]1[C:8]2[C:4](=[CH:3][C:2]([Br:1])=[C:10]([S:15]([Cl:14])(=[O:17])=[O:16])[CH:9]=2)[CH2:5][CH2:6]1)(=[O:13])[CH3:12]. Given the reactants [Br:1][C:2]1[CH:3]=[C:4]2[C:8](=[CH:9][CH:10]=1)[N:7]([C:11](=[O:13])[CH3:12])[CH2:6][CH2:5]2.[Cl:14][S:15](O)(=[O:17])=[O:16], predict the reaction product. (9) Given the reactants I[C:2]1[CH:3]=[C:4]([CH2:8][CH2:9][N:10]2[CH2:15][CH2:14][N:13]([C:16]3[CH:25]=[CH:24][CH:23]=[C:22]4[C:17]=3[CH:18]=[CH:19][C:20]([CH3:26])=[N:21]4)[CH2:12][CH2:11]2)[CH:5]=[CH:6][CH:7]=1.[CH2:27]1[NH:31][C:30](=[O:32])[N:29]2[CH2:33][CH2:34][CH2:35][C@@H:28]12, predict the reaction product. The product is: [CH3:26][C:20]1[CH:19]=[CH:18][C:17]2[C:22](=[CH:23][CH:24]=[CH:25][C:16]=2[N:13]2[CH2:14][CH2:15][N:10]([CH2:9][CH2:8][C:4]3[CH:3]=[C:2]([N:31]4[CH2:27][C@@H:28]5[CH2:35][CH2:34][CH2:33][N:29]5[C:30]4=[O:32])[CH:7]=[CH:6][CH:5]=3)[CH2:11][CH2:12]2)[N:21]=1.